Dataset: Catalyst prediction with 721,799 reactions and 888 catalyst types from USPTO. Task: Predict which catalyst facilitates the given reaction. (1) Reactant: [CH3:1][C:2]([CH3:38])([CH2:7][O:8][C:9]1[CH:14]=[CH:13][C:12]([C:15]2[CH:20]=[CH:19][C:18]([C:21]3[N:22](COCC[Si](C)(C)C)[CH:23]=[C:24]([C:26]([F:29])([F:28])[F:27])[N:25]=3)=[CH:17][N:16]=2)=[CH:11][CH:10]=1)[C:3]([O:5][CH3:6])=[O:4]. Product: [CH3:1][C:2]([CH3:38])([CH2:7][O:8][C:9]1[CH:10]=[CH:11][C:12]([C:15]2[CH:20]=[CH:19][C:18]([C:21]3[NH:25][C:24]([C:26]([F:28])([F:27])[F:29])=[CH:23][N:22]=3)=[CH:17][N:16]=2)=[CH:13][CH:14]=1)[C:3]([O:5][CH3:6])=[O:4]. The catalyst class is: 574. (2) Reactant: P(Cl)(Cl)(Cl)=O.[CH3:6][N:7]1[C:11]([C:12]2[CH:17]=[CH:16][CH:15]=[CH:14][CH:13]=2)=[CH:10][C:9](=[O:18])[N:8]1[CH3:19].[OH-].[Na+].CN([CH:25]=[O:26])C. Product: [CH3:6][N:7]1[C:11]([C:12]2[CH:13]=[CH:14][CH:15]=[CH:16][CH:17]=2)=[C:10]([CH:25]=[O:26])[C:9](=[O:18])[N:8]1[CH3:19]. The catalyst class is: 6.